This data is from Catalyst prediction with 721,799 reactions and 888 catalyst types from USPTO. The task is: Predict which catalyst facilitates the given reaction. (1) Reactant: C([O:3][CH:4](OCC)[CH2:5][CH2:6][NH:7][C:8]([C:10]1[S:18][C:17]2[C:12](=[N:13][CH:14]=[CH:15][C:16]=2[O:19][C:20]2[CH:25]=[CH:24][C:23]([NH:26][C:27]([NH:29][C:30]3[CH:35]=[C:34]([CH3:36])[CH:33]=[CH:32][C:31]=3[F:37])=[O:28])=[CH:22][CH:21]=2)[CH:11]=1)=[O:9])C.Cl.O.C([O-])(O)=O.[Na+]. Product: [F:37][C:31]1[CH:32]=[CH:33][C:34]([CH3:36])=[CH:35][C:30]=1[NH:29][C:27]([NH:26][C:23]1[CH:24]=[CH:25][C:20]([O:19][C:16]2[CH:15]=[CH:14][N:13]=[C:12]3[CH:11]=[C:10]([C:8]([NH:7][CH2:6][CH2:5][CH:4]=[O:3])=[O:9])[S:18][C:17]=23)=[CH:21][CH:22]=1)=[O:28]. The catalyst class is: 1. (2) Reactant: [CH2:1]([C:8]1[C:13](=[O:14])[N:12]2[CH2:15][CH2:16][CH2:17][CH2:18][C:11]2=[N:10][C:9]=1[CH:19]=[O:20])[C:2]1[CH:7]=[CH:6][CH:5]=[CH:4][CH:3]=1.[CH2:21]([Mg]Br)[CH3:22]. Product: [CH2:1]([C:8]1[C:13](=[O:14])[N:12]2[CH2:15][CH2:16][CH2:17][CH2:18][C:11]2=[N:10][C:9]=1[CH:19]([OH:20])[CH2:21][CH3:22])[C:2]1[CH:7]=[CH:6][CH:5]=[CH:4][CH:3]=1. The catalyst class is: 1. (3) Reactant: [C:1]1([CH2:7][CH2:8][CH2:9][CH:10]([NH:20][C:21]([CH:23]2[CH2:28][CH2:27][CH2:26][N:25]([C:29]([CH:31]3[CH2:36][CH2:35][CH2:34][N:33](C(OC(C)(C)C)=O)[CH2:32]3)=[O:30])[CH2:24]2)=[O:22])[CH2:11][CH2:12][CH2:13][C:14]2[CH:19]=[CH:18][CH:17]=[CH:16][CH:15]=2)[CH:6]=[CH:5][CH:4]=[CH:3][CH:2]=1.FC(F)(F)C(O)=O. Product: [C:1]1([CH2:7][CH2:8][CH2:9][CH:10]([NH:20][C:21]([CH:23]2[CH2:28][CH2:27][CH2:26][N:25]([C:29]([CH:31]3[CH2:36][CH2:35][CH2:34][NH:33][CH2:32]3)=[O:30])[CH2:24]2)=[O:22])[CH2:11][CH2:12][CH2:13][C:14]2[CH:15]=[CH:16][CH:17]=[CH:18][CH:19]=2)[CH:2]=[CH:3][CH:4]=[CH:5][CH:6]=1. The catalyst class is: 2. (4) Reactant: C(OC([N:8]1[CH2:12][CH2:11][C@H:10]([CH2:13][N:14]2[C:23]3[C:18](=[CH:19][C:20]([I:24])=[CH:21][CH:22]=3)[C:17](=[O:25])[C:16]([C:26]([O:28][CH2:29][CH3:30])=[O:27])=[CH:15]2)[CH2:9]1)=O)(C)(C)C.[ClH:31]. Product: [ClH:31].[CH2:29]([O:28][C:26]([C:16]1[C:17](=[O:25])[C:18]2[C:23](=[CH:22][CH:21]=[C:20]([I:24])[CH:19]=2)[N:14]([CH2:13][C@@H:10]2[CH2:11][CH2:12][NH:8][CH2:9]2)[CH:15]=1)=[O:27])[CH3:30]. The catalyst class is: 12.